From a dataset of Reaction yield outcomes from USPTO patents with 853,638 reactions. Predict the reaction yield, written as a fraction of the theoretical maximum amount of product (1.0 means a 100% yield; for example, 0.34 means a 34% yield). (1) The reactants are Cl[CH:2]([CH:14]1[CH2:19][CH2:18][CH2:17][CH2:16][CH2:15]1)[C:3]1[O:4][C:5]2[CH:12]=[CH:11][C:10]([CH3:13])=[CH:9][C:6]=2[C:7]=1[CH3:8].[NH2:20][C:21]1[CH:26]=[CH:25][C:24]([C:27]([N:29]([CH3:37])[CH2:30][CH2:31][C:32]([O:34][CH2:35][CH3:36])=[O:33])=[O:28])=[CH:23][CH:22]=1.[I-].[Na+].C(=O)([O-])[O-].[Na+].[Na+].Cl. The catalyst is CN(C)C=O. The product is [CH:14]1([CH:2]([NH:20][C:21]2[CH:22]=[CH:23][C:24]([C:27]([N:29]([CH3:37])[CH2:30][CH2:31][C:32]([O:34][CH2:35][CH3:36])=[O:33])=[O:28])=[CH:25][CH:26]=2)[C:3]2[O:4][C:5]3[CH:12]=[CH:11][C:10]([CH3:13])=[CH:9][C:6]=3[C:7]=2[CH3:8])[CH2:19][CH2:18][CH2:17][CH2:16][CH2:15]1. The yield is 0.660. (2) The reactants are [CH2:1]([O:8][C:9]1[CH:14]=[C:13]([OH:15])[CH:12]=[CH:11][C:10]=1/[CH:16]=[CH:17]/[C:18]([O:20][CH2:21][CH3:22])=[O:19])[C:2]1[CH:7]=[CH:6][CH:5]=[CH:4][CH:3]=1.I[CH2:24][CH2:25][CH3:26].C(=O)([O-])[O-].[K+].[K+].O. The catalyst is CN(C)C=O. The product is [CH2:1]([O:8][C:9]1[CH:14]=[C:13]([O:15][CH2:24][CH2:25][CH3:26])[CH:12]=[CH:11][C:10]=1/[CH:16]=[CH:17]/[C:18]([O:20][CH2:21][CH3:22])=[O:19])[C:2]1[CH:3]=[CH:4][CH:5]=[CH:6][CH:7]=1. The yield is 0.880. (3) The reactants are [CH2:1]([O:3][C:4]([C:6]1[C:17]([NH2:18])=[N:16][C:9]2[N:10]=[C:11](SC)[N:12]=[CH:13][C:8]=2[CH:7]=1)=[O:5])[CH3:2].S(Cl)([Cl:22])(=O)=O.CCOCC. The catalyst is C(Cl)(Cl)Cl.C(O)C. The product is [CH2:1]([O:3][C:4]([C:6]1[C:17]([NH2:18])=[N:16][C:9]2[N:10]=[C:11]([Cl:22])[N:12]=[CH:13][C:8]=2[CH:7]=1)=[O:5])[CH3:2]. The yield is 0.980. (4) The reactants are [Cl:1][C:2]1[CH:7]=[CH:6][CH:5]=[CH:4][C:3]=1[C:8]1[N:9]([C:22]2[CH:27]=[CH:26][C:25]([Cl:28])=[CH:24][CH:23]=2)[CH:10]=[C:11]([C:13]([NH:15][CH:16]2[CH2:21][CH2:20][NH:19][CH2:18][CH2:17]2)=[O:14])[N:12]=1.CI.[CH3:31]CN(CC)CC. The catalyst is C(Cl)Cl. The product is [Cl:1][C:2]1[CH:7]=[CH:6][CH:5]=[CH:4][C:3]=1[C:8]1[N:9]([C:22]2[CH:23]=[CH:24][C:25]([Cl:28])=[CH:26][CH:27]=2)[CH:10]=[C:11]([C:13]([NH:15][CH:16]2[CH2:17][CH2:18][N:19]([CH3:31])[CH2:20][CH2:21]2)=[O:14])[N:12]=1. The yield is 0.280. (5) The reactants are [CH3:1][O:2][C:3]1[C:4]([CH:14]=[CH:15][N+:16]([O-:18])=[O:17])=[C:5]2[C:9](=[C:10]([O:12][CH3:13])[CH:11]=1)[NH:8][CH:7]=[CH:6]2.C([O-])(O)=O.[Na+]. The catalyst is [N+](C)([O-])=O. The product is [CH3:1][O:2][C:3]1[C:4]([CH:14]([CH2:15][N+:16]([O-:18])=[O:17])[CH2:15][N+:16]([O-:18])=[O:17])=[C:5]2[C:9](=[C:10]([O:12][CH3:13])[CH:11]=1)[NH:8][CH:7]=[CH:6]2. The yield is 0.630. (6) The reactants are [CH2:1]([NH:4][C:5]1[N:6]=[C:7](Cl)[C:8]2[CH:13]=[CH:12][N:11]([CH3:14])[C:9]=2[N:10]=1)[CH2:2][CH3:3].CCN(C(C)C)C(C)C.Cl.[CH:26]12[NH:33][CH:30]([CH2:31][CH2:32]1)[CH2:29][CH:28]([OH:34])[CH2:27]2.O. The catalyst is C(O)CCC. The product is [CH3:14][N:11]1[C:9]2[N:10]=[C:5]([NH:4][CH2:1][CH2:2][CH3:3])[N:6]=[C:7]([N:33]3[CH:26]4[CH2:32][CH2:31][CH:30]3[CH2:29][CH:28]([OH:34])[CH2:27]4)[C:8]=2[CH:13]=[CH:12]1. The yield is 0.570. (7) The reactants are [CH3:1][C:2]1[CH:9]=[C:8]([N+:10]([O-:12])=[O:11])[CH:7]=[CH:6][C:3]=1[C:4]#[N:5].[Br:13]N1C(=O)CCC1=O. The catalyst is C(Cl)(Cl)(Cl)Cl. The product is [Br:13][CH2:1][C:2]1[CH:9]=[C:8]([N+:10]([O-:12])=[O:11])[CH:7]=[CH:6][C:3]=1[C:4]#[N:5]. The yield is 0.480. (8) The reactants are [CH3:1][C:2]1[C:11]2[S:10][C:9]([C:12]3[N:17]=[C:16]([C:18]([O:20]C(C)(C)C)=[O:19])[CH:15]=[CH:14][CH:13]=3)=[N:8][C:7](=[O:25])[C:6]=2[CH:5]=[CH:4][CH:3]=1. The product is [CH3:1][C:2]1[C:11]2[S:10][C:9]([C:12]3[N:17]=[C:16]([C:18]([OH:20])=[O:19])[CH:15]=[CH:14][CH:13]=3)=[N:8][C:7](=[O:25])[C:6]=2[CH:5]=[CH:4][CH:3]=1. The yield is 0.940. The catalyst is FC(F)(F)C(O)=O.